From a dataset of Catalyst prediction with 721,799 reactions and 888 catalyst types from USPTO. Predict which catalyst facilitates the given reaction. (1) Reactant: [F:1][CH:2]([F:21])[O:3][C:4]1[CH:11]=[C:10](B2OC(C)(C)C(C)(C)O2)[CH:9]=[CH:8][C:5]=1[C:6]#[N:7].Br[C:23]1[CH:24]=[N:25][CH:26]=[CH:27][C:28]=1[CH:29]([OH:31])[CH3:30].C(Cl)[Cl:33].C([O-])([O-])=O.[Na+].[Na+]. Product: [Cl:33][C:23]1[C:28]([CH:29]([OH:31])[CH3:30])=[C:27]([C:10]2[CH:9]=[CH:8][C:5]([C:6]#[N:7])=[C:4]([O:3][CH:2]([F:1])[F:21])[CH:11]=2)[CH:26]=[N:25][CH:24]=1. The catalyst class is: 151. (2) Reactant: Br[C:2]1[N:6]2[CH:7]=[C:8]([C:12]3[CH:17]=[CH:16][C:15]([C:18]([F:21])([F:20])[F:19])=[CH:14][CH:13]=3)[NH:9][C:10](=[O:11])[C:5]2=[CH:4][CH:3]=1.[CH3:22]N(C)CCO.C[Zn]C.C1(C)C=CC=CC=1. Product: [CH3:22][C:2]1[N:6]2[CH:7]=[C:8]([C:12]3[CH:17]=[CH:16][C:15]([C:18]([F:21])([F:20])[F:19])=[CH:14][CH:13]=3)[NH:9][C:10](=[O:11])[C:5]2=[CH:4][CH:3]=1. The catalyst class is: 7. (3) Reactant: [NH2:1][C:2]1[N:10]=[C:9]([F:11])[N:8]=[C:7]2[C:3]=1[N:4]=[C:5]([CH2:20][C:21]1[C:29]([I:30])=[CH:28][C:24]3[O:25][CH2:26][O:27][C:23]=3[CH:22]=1)[N:6]2[CH2:12][CH2:13][O:14][CH2:15][CH2:16][CH2:17][CH2:18][OH:19].Cl[S:32]([NH2:35])(=[O:34])=[O:33].C([O-])([O-])=O.[Ca+2]. Product: [NH2:1][C:2]1[N:10]=[C:9]([F:11])[N:8]=[C:7]2[C:3]=1[N:4]=[C:5]([CH2:20][C:21]1[C:29]([I:30])=[CH:28][C:24]3[O:25][CH2:26][O:27][C:23]=3[CH:22]=1)[N:6]2[CH2:12][CH2:13][O:14][CH2:15][CH2:16][CH2:17][CH2:18][O:19][S:32](=[O:34])(=[O:33])[NH2:35]. The catalyst class is: 3. (4) Reactant: [CH3:1][N:2]1[CH2:20][C:14]2[CH:15]=[CH:16][C:17]([O:18][CH3:19])=[C:12]3[C:13]=2[C@:5]2([C@@H:10]([O:11]3)[CH2:9][C@@H:8]([OH:21])[CH:7]=[CH:6]2)[CH2:4][CH2:3]1.[BrH:22]. Product: [CH3:1][N:2]1[CH2:20][C:14]2=[C:13]3[C:12](=[C:17]([O:18][CH3:19])[CH:16]=[CH:15]2)[O:11][C@@H:10]2[C@:5]3([CH:6]=[CH:7][C@H:8]([OH:21])[CH2:9]2)[CH2:4][CH2:3]1.[BrH:22]. The catalyst class is: 8. (5) Reactant: [CH3:1][Si:2]([CH3:55])([O:7][C@@H:8]1[C@H:12]([O:13][Si:14]([CH3:20])([CH3:19])[C:15]([CH3:18])([CH3:17])[CH3:16])[C@@H:11]([CH2:21][O:22][Si:23]([CH3:29])([CH3:28])[C:24]([CH3:27])([CH3:26])[CH3:25])[O:10][C@H:9]1[N:30]1[CH:38]=[N:37][C:36]2[C:31]1=[N:32][C:33]([N:45]1[CH:49]=[C:48]([C:50]([O:52]CC)=[O:51])[CH:47]=[N:46]1)=[N:34][C:35]=2[NH:39][CH:40]1[CH2:44][CH2:43][CH2:42][CH2:41]1)[C:3]([CH3:6])([CH3:5])[CH3:4].[OH-].[K+]. Product: [CH3:55][Si:2]([CH3:1])([O:7][C@@H:8]1[C@H:12]([O:13][Si:14]([CH3:20])([CH3:19])[C:15]([CH3:16])([CH3:17])[CH3:18])[C@@H:11]([CH2:21][O:22][Si:23]([CH3:28])([CH3:29])[C:24]([CH3:27])([CH3:26])[CH3:25])[O:10][C@H:9]1[N:30]1[CH:38]=[N:37][C:36]2[C:31]1=[N:32][C:33]([N:45]1[CH:49]=[C:48]([C:50]([OH:52])=[O:51])[CH:47]=[N:46]1)=[N:34][C:35]=2[NH:39][CH:40]1[CH2:44][CH2:43][CH2:42][CH2:41]1)[C:3]([CH3:4])([CH3:5])[CH3:6]. The catalyst class is: 8.